This data is from Reaction yield outcomes from USPTO patents with 853,638 reactions. The task is: Predict the reaction yield, written as a fraction of the theoretical maximum amount of product (1.0 means a 100% yield; for example, 0.34 means a 34% yield). The reactants are [Cl:1][C:2]1[CH:7]=[C:6]([CH:8]2[CH2:10][CH2:9]2)[CH:5]=[C:4]([CH3:11])[C:3]=1[N:12]=[C:13]=[S:14].Cl.[NH2:16][NH:17][C:18](N)=[NH:19].C(N(C(C)C)CC)(C)C. The catalyst is CN(C)C=O. The product is [NH2:19][C:18]1[N:12]([C:3]2[C:4]([CH3:11])=[CH:5][C:6]([CH:8]3[CH2:9][CH2:10]3)=[CH:7][C:2]=2[Cl:1])[C:13]([SH:14])=[N:16][N:17]=1. The yield is 0.660.